This data is from Reaction yield outcomes from USPTO patents with 853,638 reactions. The task is: Predict the reaction yield, written as a fraction of the theoretical maximum amount of product (1.0 means a 100% yield; for example, 0.34 means a 34% yield). (1) The reactants are ClCCl.F[C:5](F)(F)[C:6]([OH:8])=O.[C:11]([NH:19][C@@H:20]([CH2:37][C:38]1[N:39]=[CH:40][NH:41][CH:42]=1)[C:21]([NH:23][C@@H:24]([CH2:28][C:29]1[CH:34]=[CH:33][C:32]([O:35][CH3:36])=[CH:31][CH:30]=1)[C:25]([OH:27])=O)=[O:22])(=[O:18])[C:12]1[CH:17]=[CH:16][CH:15]=[CH:14][CH:13]=1.CN(C(ON1N=NC2[CH:54]=[CH:55][CH:56]=[CH:57][C:52]1=2)=[N+](C)C)C.[B-](F)(F)(F)F.C[CH2:66][N:67](C(C)C)[CH:68](C)C.FC(F)(F)C(O)=O.[CH2:81](OC1(C2C=CC=CC=2)CNC1)[CH2:82][CH2:83][CH3:84].C(O)(=O)CC(CC(O)=O)(C(O)=O)O. The catalyst is CN(C=O)C.C(Cl)Cl.CN(C=O)C. The product is [CH2:81]([O:8][C:6]1([C:5]2[CH:54]=[CH:55][CH:56]=[CH:57][CH:52]=2)[CH2:68][N:67]([C:25](=[O:27])[C@@H:24]([NH:23][C:21]([C@@H:20]([NH:19][C:11](=[O:18])[C:12]2[CH:17]=[CH:16][CH:15]=[CH:14][CH:13]=2)[CH2:37][C:38]2[N:39]=[CH:40][NH:41][CH:42]=2)=[O:22])[CH2:28][C:29]2[CH:34]=[CH:33][C:32]([O:35][CH3:36])=[CH:31][CH:30]=2)[CH2:66]1)[CH2:82][CH2:83][CH3:84]. The yield is 0.600. (2) The reactants are Cl.C[O:3][C:4](=[O:38])[C:5]1[CH:10]=[CH:9][C:8]([O:11][C:12]2[CH:17]=[CH:16][C:15]([CH2:18][C@H:19]([NH2:37])[C:20]3[N:21]([CH2:33][CH2:34][CH2:35][CH3:36])[CH:22]=[C:23]([C:25]4[CH:30]=[CH:29][C:28]([Cl:31])=[CH:27][C:26]=4[Cl:32])[N:24]=3)=[CH:14][CH:13]=2)=[CH:7][CH:6]=1.[CH2:39]([C:41]1[CH:49]=[CH:48][C:44]([C:45](O)=[O:46])=[CH:43][CH:42]=1)[CH3:40]. No catalyst specified. The product is [CH2:33]([N:21]1[CH:22]=[C:23]([C:25]2[CH:30]=[CH:29][C:28]([Cl:31])=[CH:27][C:26]=2[Cl:32])[N:24]=[C:20]1[C@@H:19]([NH:37][C:45](=[O:46])[C:44]1[CH:48]=[CH:49][C:41]([CH2:39][CH3:40])=[CH:42][CH:43]=1)[CH2:18][C:15]1[CH:14]=[CH:13][C:12]([O:11][C:8]2[CH:7]=[CH:6][C:5]([C:4]([OH:3])=[O:38])=[CH:10][CH:9]=2)=[CH:17][CH:16]=1)[CH2:34][CH2:35][CH3:36]. The yield is 0.800. (3) The reactants are [CH3:1][C:2]1[C:3]([C:28]2[CH:33]=[CH:32][CH:31]=[C:30]([O:34][CH3:35])[CH:29]=2)=[C:4]([O:14][C:15]2[CH:20]=[CH:19][C:18](/[CH:21]=[CH:22]/[C:23]([O:25]CC)=[O:24])=[CH:17][CH:16]=2)[C:5]2[C:10]([CH:11]=1)=[CH:9][C:8]([O:12][CH3:13])=[CH:7][CH:6]=2.[Li+].[OH-].Cl. The catalyst is C1COCC1. The product is [CH3:1][C:2]1[C:3]([C:28]2[CH:33]=[CH:32][CH:31]=[C:30]([O:34][CH3:35])[CH:29]=2)=[C:4]([O:14][C:15]2[CH:16]=[CH:17][C:18](/[CH:21]=[CH:22]/[C:23]([OH:25])=[O:24])=[CH:19][CH:20]=2)[C:5]2[C:10]([CH:11]=1)=[CH:9][C:8]([O:12][CH3:13])=[CH:7][CH:6]=2. The yield is 0.850.